From a dataset of Reaction yield outcomes from USPTO patents with 853,638 reactions. Predict the reaction yield, written as a fraction of the theoretical maximum amount of product (1.0 means a 100% yield; for example, 0.34 means a 34% yield). The reactants are Br[CH2:2][CH:3]1[O:8][C:7]2=[CH:9][S:10][CH:11]=[C:6]2[O:5][CH2:4]1.[C:12]([O-:15])(=[O:14])[CH3:13].[K+]. The catalyst is CS(C)=O. The product is [C:12]([O:15][CH2:2][CH:3]1[O:8][C:7]2=[CH:9][S:10][CH:11]=[C:6]2[O:5][CH2:4]1)(=[O:14])[CH3:13]. The yield is 0.900.